Dataset: Catalyst prediction with 721,799 reactions and 888 catalyst types from USPTO. Task: Predict which catalyst facilitates the given reaction. (1) Reactant: [CH3:1][C:2]1[CH2:7][CH2:6][CH2:5][C:4]([CH3:9])([CH3:8])[C:3]=1[CH2:10][OH:11].[F:12][C:13]([F:22])([F:21])[C:14]1[CH:15]=[C:16](O)[CH:17]=[CH:18][CH:19]=1.C1(P(C2C=CC=CC=2)C2C=CC=CC=2)C=CC=CC=1.N(C(OCC)=O)=NC(OCC)=O. Product: [F:12][C:13]([F:22])([F:21])[C:14]1[CH:15]=[CH:16][CH:17]=[C:18]([O:11][CH2:10][C:3]2[C:4]([CH3:8])([CH3:9])[CH2:5][CH2:6][CH2:7][C:2]=2[CH3:1])[CH:19]=1. The catalyst class is: 7. (2) Reactant: Cl[C:2]1[CH:3]=[C:4]([C:14]([NH:16][CH2:17][C:18]2[C:19](=[O:26])[NH:20][C:21]([CH3:25])=[CH:22][C:23]=2[CH3:24])=[O:15])[C:5]2[CH:10]=[N:9][N:8]([CH:11]([CH3:13])[CH3:12])[C:6]=2[N:7]=1.[NH2:27][CH2:28][CH2:29][NH:30][C:31]1[CH:36]=[CH:35][CH:34]=[CH:33][N:32]=1. Product: [CH3:24][C:23]1[CH:22]=[C:21]([CH3:25])[NH:20][C:19](=[O:26])[C:18]=1[CH2:17][NH:16][C:14]([C:4]1[C:5]2[CH:10]=[N:9][N:8]([CH:11]([CH3:13])[CH3:12])[C:6]=2[N:7]=[C:2]([NH:27][CH2:28][CH2:29][NH:30][C:31]2[CH:36]=[CH:35][CH:34]=[CH:33][N:32]=2)[CH:3]=1)=[O:15]. The catalyst class is: 37.